This data is from CYP3A4 substrate classification data from Carbon-Mangels et al.. The task is: Regression/Classification. Given a drug SMILES string, predict its absorption, distribution, metabolism, or excretion properties. Task type varies by dataset: regression for continuous measurements (e.g., permeability, clearance, half-life) or binary classification for categorical outcomes (e.g., BBB penetration, CYP inhibition). Dataset: cyp3a4_substrate_carbonmangels. The compound is N=C(N)N1CCc2ccccc2C1. The result is 0 (non-substrate).